From a dataset of Reaction yield outcomes from USPTO patents with 853,638 reactions. Predict the reaction yield, written as a fraction of the theoretical maximum amount of product (1.0 means a 100% yield; for example, 0.34 means a 34% yield). (1) The reactants are [Br:1][CH2:2][C:3]1[C:4]([CH3:10])=[N:5][N:6]([CH3:9])[N+:7]=1[O-].P(Cl)(Cl)Cl. The catalyst is C(Cl)(Cl)(Cl)Cl. The product is [Br:1][CH2:2][C:3]1[C:4]([CH3:10])=[N:5][N:6]([CH3:9])[N:7]=1. The yield is 0.330. (2) The catalyst is [Ru]([O-])(=O)(=O)=O.C([N+](CCC)(CCC)CCC)CC.ClCCl. The yield is 0.551. The product is [CH3:5][C:2]([C:6]1[CH:11]=[CH:10][C:9]([N+:12]([O-:14])=[O:13])=[CH:8][CH:7]=1)([CH3:1])[CH:3]=[O:4]. The reactants are [CH3:1][C:2]([C:6]1[CH:11]=[CH:10][C:9]([N+:12]([O-:14])=[O:13])=[CH:8][CH:7]=1)([CH3:5])[CH2:3][OH:4].C[N+]1([O-])CCOCC1.